From a dataset of Peptide-MHC class I binding affinity with 185,985 pairs from IEDB/IMGT. Regression. Given a peptide amino acid sequence and an MHC pseudo amino acid sequence, predict their binding affinity value. This is MHC class I binding data. (1) The peptide sequence is NMAPEKVDF. The MHC is HLA-B07:02 with pseudo-sequence HLA-B07:02. The binding affinity (normalized) is 0.0847. (2) The peptide sequence is VSLDFSPG. The MHC is H-2-Db with pseudo-sequence H-2-Db. The binding affinity (normalized) is 0.